Dataset: Forward reaction prediction with 1.9M reactions from USPTO patents (1976-2016). Task: Predict the product of the given reaction. Given the reactants Cl[C:2]1[CH:7]=[CH:6][C:5]([C:8]#[N:9])=[CH:4][CH:3]=1.[NH:10]1[CH2:15][CH2:14][O:13][CH2:12][CH2:11]1.CC(C)([O-])C.[Na+], predict the reaction product. The product is: [C:8]([C:5]1[CH:6]=[CH:7][C:2]([N:10]2[CH2:15][CH2:14][O:13][CH2:12][CH2:11]2)=[CH:3][CH:4]=1)#[N:9].